This data is from Forward reaction prediction with 1.9M reactions from USPTO patents (1976-2016). The task is: Predict the product of the given reaction. (1) Given the reactants [Br:1][C:2]1[CH:8]=[CH:7][C:5]([NH2:6])=[CH:4][C:3]=1[F:9].Cl[C:11]([O:13][CH3:14])=[O:12], predict the reaction product. The product is: [CH3:14][O:13][C:11](=[O:12])[NH:6][C:5]1[CH:7]=[CH:8][C:2]([Br:1])=[C:3]([F:9])[CH:4]=1. (2) Given the reactants [O:1]1[CH:5]=[C:4]([C:6]([OH:8])=O)[N:3]=[CH:2]1.CN(C(ON1N=NC2C=CC=CC1=2)=[N+](C)C)C.F[P-](F)(F)(F)(F)F.C(N(CC)C(C)C)(C)C.Cl.Cl.[CH3:44][O:45][C:46]1[N:51]=[CH:50][C:49]([N:52]2[CH2:67][CH2:66][C:55]3[N:56]=[CH:57][N:58]=[C:59]([O:60][C@H:61]4[CH2:65][CH2:64][NH:63][CH2:62]4)[C:54]=3[CH2:53]2)=[CH:48][C:47]=1[C:68]([F:71])([F:70])[F:69], predict the reaction product. The product is: [CH3:44][O:45][C:46]1[N:51]=[CH:50][C:49]([N:52]2[CH2:67][CH2:66][C:55]3[N:56]=[CH:57][N:58]=[C:59]([O:60][C@H:61]4[CH2:65][CH2:64][N:63]([C:6]([C:4]5[N:3]=[CH:2][O:1][CH:5]=5)=[O:8])[CH2:62]4)[C:54]=3[CH2:53]2)=[CH:48][C:47]=1[C:68]([F:71])([F:69])[F:70]. (3) Given the reactants C([O:3][C:4](=O)[CH:5]([CH2:10][C:11]1[CH:16]=[CH:15][C:14]([C:17](=[O:23])[NH:18][CH:19]2[CH2:22][CH2:21][CH2:20]2)=[CH:13][C:12]=1[Cl:24])[C:6](=O)[CH2:7][CH3:8])C.[CH3:26][O:27][C:28](=[O:40])[C@@H:29]([O:31][C:32]1[CH:37]=[CH:36][C:35]([F:38])=[C:34]([NH2:39])[CH:33]=1)[CH3:30], predict the reaction product. The product is: [CH3:26][O:27][C:28](=[O:40])[C@@H:29]([O:31][C:32]1[CH:37]=[CH:36][C:35]([F:38])=[C:34]2[C:33]=1[C:4](=[O:3])[C:5]([CH2:10][C:11]1[CH:16]=[CH:15][C:14]([C:17](=[O:23])[NH:18][CH:19]3[CH2:22][CH2:21][CH2:20]3)=[CH:13][C:12]=1[Cl:24])=[C:6]([CH2:7][CH3:8])[NH:39]2)[CH3:30]. (4) The product is: [N+:19]([C:16]1[CH:17]=[CH:18][C:13]([O:1][C:2]2[CH:3]=[C:4]([CH:9]=[CH:10][CH:11]=2)[C:5]([O:7][CH3:8])=[O:6])=[N:14][CH:15]=1)([O-:21])=[O:20]. Given the reactants [OH:1][C:2]1[CH:3]=[C:4]([CH:9]=[CH:10][CH:11]=1)[C:5]([O:7][CH3:8])=[O:6].Cl[C:13]1[CH:18]=[CH:17][C:16]([N+:19]([O-:21])=[O:20])=[CH:15][N:14]=1.C(=O)([O-])[O-].[K+].[K+].CN(C)C=O, predict the reaction product. (5) Given the reactants [Br:1][C:2]1[C:10]2[C:9]([NH:11][C:12]3[CH:13]=[C:14]4[C:18](=[CH:19][CH:20]=3)[NH:17][N:16]=[CH:15]4)=[N:8][CH:7]=[N:6][C:5]=2[NH:4][C:3]=1[C:21](O)=[O:22].[CH3:24][C@H:25]1[CH2:30][O:29][CH2:28][CH2:27][NH:26]1, predict the reaction product. The product is: [Br:1][C:2]1[C:10]2[C:9]([NH:11][C:12]3[CH:13]=[C:14]4[C:18](=[CH:19][CH:20]=3)[NH:17][N:16]=[CH:15]4)=[N:8][CH:7]=[N:6][C:5]=2[NH:4][C:3]=1[C:21]([N:26]1[CH2:27][CH2:28][O:29][CH2:30][C@@H:25]1[CH3:24])=[O:22]. (6) Given the reactants [C:1]([CH:3]=[C:4]1[CH2:9][CH2:8][N:7]([C:10]2[CH:15]=[CH:14][C:13]([N:16]3[CH2:20][C@H:19]([CH2:21][NH2:22])[O:18][C:17]3=[O:23])=[CH:12][C:11]=2[F:24])[CH2:6][CH:5]1[CH3:25])#[N:2].[F:26][C:27]([F:32])([F:31])[C:28](O)=[O:29], predict the reaction product. The product is: [C:1]([CH:3]=[C:4]1[CH2:9][CH2:8][N:7]([C:10]2[CH:15]=[CH:14][C:13]([N:16]3[CH2:20][C@H:19]([CH2:21][NH:22][C:28](=[O:29])[C:27]([F:32])([F:31])[F:26])[O:18][C:17]3=[O:23])=[CH:12][C:11]=2[F:24])[CH2:6][CH:5]1[CH3:25])#[N:2]. (7) Given the reactants [OH:1][C:2]1[CH:3]=[C:4]2[C:8](=[CH:9][CH:10]=1)[NH:7][CH:6]=[C:5]2[CH:11]1[CH2:15][C:14](=[O:16])[NH:13][C:12]1=[O:17], predict the reaction product. The product is: [OH:1][C:2]1[CH:3]=[C:4]2[C:8](=[CH:9][CH:10]=1)[NH:7][CH:6]=[C:5]2[C:11]1[C:12](=[O:17])[NH:13][C:14](=[O:16])[CH:15]=1. (8) Given the reactants [CH3:1][C:2]1[CH:3]=[CH:4][C:5]([C:8]2[CH:9]=[C:10]([CH:14]=[C:15]([C:17]3[CH2:21][C@@H:20]([C:22]4[CH:27]=[CH:26][CH:25]=[CH:24][N:23]=4)[O:19][N:18]=3)[CH:16]=2)[C:11](O)=[O:12])=[N:6][CH:7]=1.Cl.[F:29][C:30]([F:41])([F:40])[C:31]1[N:36]=[CH:35][C:34]([C@H:37]([NH2:39])[CH3:38])=[CH:33][CH:32]=1.C(Cl)CCl.C1C=NC2N(O)N=NC=2C=1.C(N(CC)CC)C.C(=O)(O)[O-].[Na+], predict the reaction product. The product is: [CH3:1][C:2]1[CH:3]=[CH:4][C:5]([C:8]2[CH:9]=[C:10]([CH:14]=[C:15]([C:17]3[CH2:21][C@@H:20]([C:22]4[CH:27]=[CH:26][CH:25]=[CH:24][N:23]=4)[O:19][N:18]=3)[CH:16]=2)[C:11]([NH:39][C@@H:37]([C:34]2[CH:35]=[N:36][C:31]([C:30]([F:40])([F:29])[F:41])=[CH:32][CH:33]=2)[CH3:38])=[O:12])=[N:6][CH:7]=1. (9) Given the reactants Cl[CH:2]1[C:11]2[C:6](=[CH:7][CH:8]=[CH:9][CH:10]=2)[N:5]=[C:4]([CH:12]=[CH:13][C:14]2[C:23]3[C:18](=[CH:19][CH:20]=[CH:21][CH:22]=3)[CH:17]=[CH:16][CH:15]=2)[NH:3]1.[NH2:24][CH2:25][CH:26]1[CH2:31][CH2:30][CH2:29][CH:28]([CH2:32][NH2:33])[CH2:27]1, predict the reaction product. The product is: [NH2:24][CH2:25][CH:26]1[CH2:31][CH2:30][CH2:29][CH:28]([CH2:32][NH:33][C:2]2[C:11]3[C:6](=[CH:7][CH:8]=[CH:9][CH:10]=3)[N:5]=[C:4]([CH:12]=[CH:13][C:14]3[C:23]4[C:18](=[CH:19][CH:20]=[CH:21][CH:22]=4)[CH:17]=[CH:16][CH:15]=3)[N:3]=2)[CH2:27]1.